From a dataset of Forward reaction prediction with 1.9M reactions from USPTO patents (1976-2016). Predict the product of the given reaction. (1) Given the reactants [F:1][C:2]([F:29])([F:28])[C:3]1[CH:27]=[CH:26][C:6]([CH2:7][N:8]2[C:24](=[O:25])[N:11]3[CH:12]=[CH:13][C:14]([C:17]4[CH:22]=[CH:21][C:20]([CH3:23])=[CH:19][CH:18]=4)=[C:15](Cl)[C:10]3=[N:9]2)=[CH:5][CH:4]=1.C1COCC1.[CH3:35][C:36]1[CH:41]=[CH:40][C:39](B(O)O)=[CH:38][CH:37]=1.C([O-])([O-])=O.[K+].[K+], predict the reaction product. The product is: [F:1][C:2]([F:29])([F:28])[C:3]1[CH:27]=[CH:26][C:6]([CH2:7][N:8]2[C:24](=[O:25])[N:11]3[CH:12]=[CH:13][C:14]([C:17]4[CH:22]=[CH:21][C:20]([CH3:23])=[CH:19][CH:18]=4)=[C:15]([C:39]4[CH:40]=[CH:41][C:36]([CH3:35])=[CH:37][CH:38]=4)[C:10]3=[N:9]2)=[CH:5][CH:4]=1. (2) The product is: [Cl:1][C:2]1[CH:7]=[CH:6][C:5]([C:8]2[C:15]([C:14]([O:23][CH2:24][CH3:25])=[O:22])=[C:16]([C:17]([O:19][CH2:20][CH3:21])=[O:18])[S:10][N:9]=2)=[CH:4][CH:3]=1. Given the reactants [Cl:1][C:2]1[CH:7]=[CH:6][C:5]([C:8]2OC(=O)[S:10][N:9]=2)=[CH:4][CH:3]=1.[C:14]([O:23][CH2:24][CH3:25])(=[O:22])[C:15]#[C:16][C:17]([O:19][CH2:20][CH3:21])=[O:18], predict the reaction product. (3) Given the reactants [N:1]1([C:7]2[N:12]=[C:11]([C:13](O)=[O:14])[CH:10]=[CH:9][C:8]=2[C:16]([F:19])([F:18])[F:17])[CH2:6][CH2:5][O:4][CH2:3][CH2:2]1.C(Cl)(=O)C([Cl:23])=O.CN(C)C=O, predict the reaction product. The product is: [N:1]1([C:7]2[N:12]=[C:11]([C:13]([Cl:23])=[O:14])[CH:10]=[CH:9][C:8]=2[C:16]([F:19])([F:18])[F:17])[CH2:6][CH2:5][O:4][CH2:3][CH2:2]1.